This data is from Full USPTO retrosynthesis dataset with 1.9M reactions from patents (1976-2016). The task is: Predict the reactants needed to synthesize the given product. Given the product [F:1][C:2]1[C:3]([CH2:12][CH:13]=[O:14])=[CH:4][C:5]([O:10][CH3:11])=[C:6]([CH:9]=1)[C:7]#[N:8], predict the reactants needed to synthesize it. The reactants are: [F:1][C:2]1[C:3]([CH2:12][CH2:13][OH:14])=[CH:4][C:5]([O:10][CH3:11])=[C:6]([CH:9]=1)[C:7]#[N:8].CC(OI1(OC(C)=O)(OC(C)=O)OC(=O)C2C=CC=CC1=2)=O.